Dataset: Reaction yield outcomes from USPTO patents with 853,638 reactions. Task: Predict the reaction yield, written as a fraction of the theoretical maximum amount of product (1.0 means a 100% yield; for example, 0.34 means a 34% yield). The reactants are [F:1][C:2]1[CH:40]=[C:39]([F:41])[CH:38]=[CH:37][C:3]=1[O:4][C:5]1[C:13]2[NH:12][C:11](=[O:14])[N:10]([CH3:15])[C:9]=2[CH:8]=[CH:7][C:6]=1[C:16]1[C:17]2[CH:26]=[CH:25][N:24](S(C3C=CC(C)=CC=3)(=O)=O)[C:18]=2[C:19](=[O:23])[N:20]([CH3:22])[CH:21]=1.[H-].[Na+].CI.[OH-].[Na+].O.[C:49](O)(=O)C. The catalyst is CN(C)C=O.C(O)C. The product is [F:1][C:2]1[CH:40]=[C:39]([F:41])[CH:38]=[CH:37][C:3]=1[O:4][C:5]1[C:13]2[N:12]([CH3:49])[C:11](=[O:14])[N:10]([CH3:15])[C:9]=2[CH:8]=[CH:7][C:6]=1[C:16]1[C:17]2[CH:26]=[CH:25][NH:24][C:18]=2[C:19](=[O:23])[N:20]([CH3:22])[CH:21]=1. The yield is 0.640.